This data is from Forward reaction prediction with 1.9M reactions from USPTO patents (1976-2016). The task is: Predict the product of the given reaction. (1) Given the reactants [NH:1]1[CH:5]=[C:4]([C:6]2[C:7]([C:15]3[CH:20]=[CH:19][CH:18]=[CH:17][CH:16]=3)=[N:8][O:9][C:10]=2[C:11]([F:14])([F:13])[F:12])[N:3]=[CH:2]1.F[C:22]1[CH:27]=[CH:26][C:25]([C:28]([F:31])([F:30])[F:29])=[CH:24][CH:23]=1.C(=O)([O-])[O-].[K+].[K+].O, predict the reaction product. The product is: [C:15]1([C:7]2[C:6]([C:4]3[N:3]=[CH:2][N:1]([C:22]4[CH:27]=[CH:26][C:25]([C:28]([F:31])([F:30])[F:29])=[CH:24][CH:23]=4)[CH:5]=3)=[C:10]([C:11]([F:14])([F:12])[F:13])[O:9][N:8]=2)[CH:16]=[CH:17][CH:18]=[CH:19][CH:20]=1. (2) Given the reactants [H-].[Al+3].[Li+].[H-].[H-].[H-].[OH:7][CH2:8][C:9]#[C:10][C:11]1[CH:16]=[CH:15][C:14]([B:17]([OH:19])[OH:18])=[CH:13][CH:12]=1, predict the reaction product. The product is: [OH:7][CH2:8]/[CH:9]=[CH:10]/[C:11]1[CH:16]=[CH:15][C:14]([B:17]([OH:19])[OH:18])=[CH:13][CH:12]=1. (3) Given the reactants [CH:1]1([CH:6]2[O:10][B:9]([OH:11])[C:8]3[CH:12]=[C:13]([NH:16]C(=O)C4C=CC=CC=4C(F)(F)F)[CH:14]=[CH:15][C:7]2=3)[CH2:5][CH2:4]CC1.[F:29][C:30]1[CH:38]=[CH:37][C:33]([C:34](Cl)=[O:35])=[CH:32][CH:31]=1.[CH2:39]([Mg]Br)C(C)C, predict the reaction product. The product is: [F:29][C:30]1[CH:38]=[CH:37][C:33]([C:34]([NH:16][C:13]2[CH:14]=[CH:15][C:7]3[CH:6]([CH2:1][CH:5]([CH3:4])[CH3:39])[O:10][B:9]([OH:11])[C:8]=3[CH:12]=2)=[O:35])=[CH:32][CH:31]=1.